Task: Predict the reactants needed to synthesize the given product.. Dataset: Full USPTO retrosynthesis dataset with 1.9M reactions from patents (1976-2016) (1) Given the product [C:1]([O:4][C:5]1[C:23]([O:24][CH3:25])=[CH:22][C:8]([C:9]([NH:11][CH2:12][C:13]2[CH:14]=[CH:15][C:16]([NH2:19])=[CH:17][CH:18]=2)=[O:10])=[CH:7][C:6]=1[O:26][CH3:27])(=[O:3])[CH3:2], predict the reactants needed to synthesize it. The reactants are: [C:1]([O:4][C:5]1[C:23]([O:24][CH3:25])=[CH:22][C:8]([C:9]([NH:11][CH2:12][C:13]2[CH:18]=[CH:17][C:16]([N+:19]([O-])=O)=[CH:15][CH:14]=2)=[O:10])=[CH:7][C:6]=1[O:26][CH3:27])(=[O:3])[CH3:2].CC(C1C=C(C=C(C(C)(C)C)C=1O)C(NCC1C=CC([N+]([O-])=O)=CC=1)=O)(C)C. (2) Given the product [Br:2][C:3]1[CH:4]=[C:5]([CH:10]([CH:11]2[NH:15][CH2:20][CH:19]=[CH:18][NH:17]2)[OH:16])[CH:6]=[CH:7][C:8]=1[F:9], predict the reactants needed to synthesize it. The reactants are: Cl.[Br:2][C:3]1[CH:4]=[C:5]([CH:10]([OH:16])[C:11](=[NH:15])OCC)[CH:6]=[CH:7][C:8]=1[F:9].[NH2:17][CH2:18][CH2:19][CH2:20]N. (3) Given the product [C:2]1([C:8]([C:10]2[N:11]=[C:12]3[CH:17]=[CH:16][C:15]([C:18]([F:21])([F:19])[F:20])=[CH:14][N:13]3[CH:22]=2)=[O:9])[CH:7]=[CH:6][CH:5]=[CH:4][CH:3]=1, predict the reactants needed to synthesize it. The reactants are: Br.[C:2]1([C:8]([C:10]2[N:11]=[C:12]3[CH:17]=[CH:16][C:15]([C:18]([F:21])([F:20])[F:19])=[CH:14][N:13]3[CH:22]=2)=[O:9])[CH:7]=[CH:6][CH:5]=[CH:4][CH:3]=1.